This data is from Reaction yield outcomes from USPTO patents with 853,638 reactions. The task is: Predict the reaction yield, written as a fraction of the theoretical maximum amount of product (1.0 means a 100% yield; for example, 0.34 means a 34% yield). (1) The reactants are [CH3:1][N:2]1[C:7](=O)[C:6]2=[C:9]([NH:23][C:24]3[CH:29]=[CH:28][CH:27]=[CH:26][CH:25]=3)[N:10]([CH2:12][C:13]3[CH:18]=[CH:17][C:16]([C:19]([F:22])([F:21])[F:20])=[CH:15][CH:14]=3)[N:11]=[C:5]2[N:4]2[C@H:30]3[CH2:35][CH2:34][CH2:33][C@H:31]3[N:32]=[C:3]12.P12(SP3(SP(SP(S3)(S1)=S)(=S)S2)=S)=[S:37]. The catalyst is O1CCOCC1. The product is [CH3:1][N:2]1[C:7](=[S:37])[C:6]2=[C:9]([NH:23][C:24]3[CH:29]=[CH:28][CH:27]=[CH:26][CH:25]=3)[N:10]([CH2:12][C:13]3[CH:18]=[CH:17][C:16]([C:19]([F:22])([F:21])[F:20])=[CH:15][CH:14]=3)[N:11]=[C:5]2[N:4]2[C@H:30]3[CH2:35][CH2:34][CH2:33][C@H:31]3[N:32]=[C:3]12. The yield is 0.590. (2) The reactants are [CH2:1]([O:5][C:6]1[N:14]=[C:13]2[C:9]([N:10]=[C:11]([O:24]C)[N:12]2[CH2:15][C:16]2[CH:21]=[CH:20][C:19]([CH2:22]O)=[CH:18][CH:17]=2)=[C:8]([NH2:26])[N:7]=1)[CH2:2][CH2:3][CH3:4].S(Cl)([Cl:29])=O.C1(C)C=CC=CC=1. The catalyst is ClCCl. The product is [CH2:1]([O:5][C:6]1[N:14]=[C:13]2[C:9]([NH:10][C:11](=[O:24])[N:12]2[CH2:15][C:16]2[CH:21]=[CH:20][C:19]([CH2:22][Cl:29])=[CH:18][CH:17]=2)=[C:8]([NH2:26])[N:7]=1)[CH2:2][CH2:3][CH3:4]. The yield is 0.990. (3) The reactants are [Cl:1][C:2]1[CH:7]=[CH:6][C:5]([C:8]2([OH:14])[CH2:13][CH2:12][NH:11][CH2:10][CH2:9]2)=[C:4]([CH3:15])[CH:3]=1.N1C(C)=CC=CC=1C.[I-].[K+].Br[CH2:27][CH2:28][CH:29]=[C:30]1[C:36]2[CH:37]=[CH:38][CH:39]=[N:40][C:35]=2[CH2:34][O:33][C:32]2[CH:41]=[CH:42][C:43]([C:45]([OH:48])([CH3:47])[CH3:46])=[CH:44][C:31]1=2. The catalyst is C(O)(C)C. The product is [Cl:1][C:2]1[CH:7]=[CH:6][C:5]([C:8]2([OH:14])[CH2:9][CH2:10][N:11]([CH2:27][CH2:28][CH:29]=[C:30]3[C:36]4[CH:37]=[CH:38][CH:39]=[N:40][C:35]=4[CH2:34][O:33][C:32]4[CH:41]=[CH:42][C:43]([C:45]([OH:48])([CH3:47])[CH3:46])=[CH:44][C:31]3=4)[CH2:12][CH2:13]2)=[C:4]([CH3:15])[CH:3]=1. The yield is 0.360. (4) The reactants are [I:1][C:2]1[CH:3]=[C:4]([NH2:9])[C:5]([NH2:8])=[CH:6][CH:7]=1.[C:10]([N:20]1[CH2:25][CH2:24][CH2:23][CH2:22][C@H:21]1[C:26](O)=O)([O:12][CH2:13][C:14]1[CH:19]=[CH:18][CH:17]=[CH:16][CH:15]=1)=[O:11].CCN(C(C)C)C(C)C.CN(C(ON1N=NC2C=CC=NC1=2)=[N+](C)C)C.F[P-](F)(F)(F)(F)F. The catalyst is CN(C=O)C. The product is [CH2:13]([O:12][C:10]([N:20]1[CH2:25][CH2:24][CH2:23][CH2:22][C@H:21]1[C:26]1[NH:8][C:5]2[CH:6]=[CH:7][C:2]([I:1])=[CH:3][C:4]=2[N:9]=1)=[O:11])[C:14]1[CH:15]=[CH:16][CH:17]=[CH:18][CH:19]=1. The yield is 0.470. (5) The reactants are Cl.C[O:3][C:4](=[O:36])[C:5]1[CH:10]=[CH:9][C:8]([O:11][C:12]2[CH:17]=[CH:16][C:15]([CH2:18][C@H:19]([NH2:35])[C:20]3[N:21]([CH2:33][CH3:34])[CH:22]=[C:23]([C:25]4[CH:30]=[CH:29][C:28]([Cl:31])=[CH:27][C:26]=4[Cl:32])[N:24]=3)=[CH:14][CH:13]=2)=[CH:7][CH:6]=1.[CH3:37][O:38][C:39]1[CH:40]=[C:41]([CH2:45][C:46](O)=[O:47])[CH:42]=[CH:43][CH:44]=1. No catalyst specified. The product is [Cl:32][C:26]1[CH:27]=[C:28]([Cl:31])[CH:29]=[CH:30][C:25]=1[C:23]1[N:24]=[C:20]([C@@H:19]([NH:35][C:46](=[O:47])[CH2:45][C:41]2[CH:42]=[CH:43][CH:44]=[C:39]([O:38][CH3:37])[CH:40]=2)[CH2:18][C:15]2[CH:16]=[CH:17][C:12]([O:11][C:8]3[CH:7]=[CH:6][C:5]([C:4]([OH:3])=[O:36])=[CH:10][CH:9]=3)=[CH:13][CH:14]=2)[N:21]([CH2:33][CH3:34])[CH:22]=1. The yield is 0.690. (6) The reactants are Br[C:2]1[CH:7]=[CH:6][C:5]([C:8]2[N:17]=[C:16]([NH:18][C:19]3[NH:20][N:21]=[C:22]([CH3:24])[CH:23]=3)[C:15]3[C:10](=[CH:11][CH:12]=[CH:13][CH:14]=3)[N:9]=2)=[CH:4][CH:3]=1.[C:25]1(B(O)O)[CH:30]=[CH:29][CH:28]=[CH:27][CH:26]=1.C([O-])([O-])=O.[Na+].[Na+].C1(P(C2C=CC=CC=2)C2C=CC=CC=2)C=CC=CC=1. The catalyst is C1COCC1.O.C([O-])(=O)C.[Pd+2].C([O-])(=O)C. The product is [C:2]1([C:25]2[CH:30]=[CH:29][CH:28]=[CH:27][CH:26]=2)[CH:7]=[CH:6][C:5]([C:8]2[N:17]=[C:16]([NH:18][C:19]3[NH:20][N:21]=[C:22]([CH3:24])[CH:23]=3)[C:15]3[C:10](=[CH:11][CH:12]=[CH:13][CH:14]=3)[N:9]=2)=[CH:4][CH:3]=1. The yield is 0.510. (7) The reactants are [CH3:1][C:2]1[NH:3][C:4]2[C:9]([C:10]=1[C:11]([O:13][CH3:14])=[O:12])=[CH:8][CH:7]=[CH:6][CH:5]=2.[C:15]1(B(O)O)[CH:20]=[CH:19][CH:18]=[CH:17][CH:16]=1.C([Cu]C(=O)C)(=O)C.C(N(CC)CC)C. The catalyst is CN(C)C1C=CN=CC=1.ClCCl. The product is [CH3:1][C:2]1[N:3]([C:15]2[CH:20]=[CH:19][CH:18]=[CH:17][CH:16]=2)[C:4]2[C:9]([C:10]=1[C:11]([O:13][CH3:14])=[O:12])=[CH:8][CH:7]=[CH:6][CH:5]=2. The yield is 0.390. (8) The reactants are [CH2:1]([O:8][C:9]1[CH:14]=[CH:13][C:12]([N+:15]([O-])=O)=[CH:11][C:10]=1[F:18])[C:2]1[CH:7]=[CH:6][CH:5]=[CH:4][CH:3]=1.C1(C)C=CC=CC=1.C([O-])=O.[NH4+]. The catalyst is [Fe].O. The product is [CH2:1]([O:8][C:9]1[CH:14]=[CH:13][C:12]([NH2:15])=[CH:11][C:10]=1[F:18])[C:2]1[CH:3]=[CH:4][CH:5]=[CH:6][CH:7]=1. The yield is 0.870. (9) The reactants are [Br:1][C:2]1[CH:7]=[CH:6][C:5]([O:8][CH3:9])=[CH:4][C:3]=1[F:10].C(NC(C)C)(C)C.[Li].CN(C)[CH:21]=[O:22].C(O)(=O)C. The catalyst is O1CCCC1.O. The product is [Br:1][C:2]1[C:3]([F:10])=[C:4]([C:5]([O:8][CH3:9])=[CH:6][CH:7]=1)[CH:21]=[O:22]. The yield is 0.890. (10) The reactants are Br[CH2:2][C:3]1[CH:4]=[C:5]([CH:8]=[CH:9][CH:10]=1)[C:6]#[N:7].[C:11]1([OH:17])[CH:16]=[CH:15][CH:14]=[CH:13][CH:12]=1.C(=O)([O-])[O-].[K+].[K+].O. The catalyst is CN(C)C=O. The product is [O:17]([CH2:2][C:3]1[CH:4]=[C:5]([CH:8]=[CH:9][CH:10]=1)[C:6]#[N:7])[C:11]1[CH:16]=[CH:15][CH:14]=[CH:13][CH:12]=1. The yield is 0.970.